The task is: Predict the reactants needed to synthesize the given product.. This data is from Full USPTO retrosynthesis dataset with 1.9M reactions from patents (1976-2016). (1) Given the product [ClH:35].[NH2:21][CH2:20][C:9]1[N:10]([CH2:16][CH:17]([CH3:19])[CH3:18])[C:11](=[O:15])[C:12]2[C:7]([C:8]=1[C:29]1[CH:30]=[CH:31][C:32]([Cl:35])=[CH:33][CH:34]=1)=[CH:6][C:5]([O:4][CH2:3][C:2]([NH2:1])=[O:36])=[CH:14][CH:13]=2, predict the reactants needed to synthesize it. The reactants are: [NH2:1][C:2](=[O:36])[CH2:3][O:4][C:5]1[CH:6]=[C:7]2[C:12](=[CH:13][CH:14]=1)[C:11](=[O:15])[N:10]([CH2:16][CH:17]([CH3:19])[CH3:18])[C:9]([CH2:20][NH:21]C(=O)OC(C)(C)C)=[C:8]2[C:29]1[CH:34]=[CH:33][C:32]([Cl:35])=[CH:31][CH:30]=1. (2) Given the product [F:19][C:18]([F:21])([F:20])[C:16]([OH:22])=[O:17].[NH:7]1[CH2:8][CH:5]([O:4][C:1](=[O:3])[CH3:2])[CH2:6]1, predict the reactants needed to synthesize it. The reactants are: [C:1]([O:4][CH:5]1[CH2:8][N:7](C(OC(C)(C)C)=O)[CH2:6]1)(=[O:3])[CH3:2].[C:16]([OH:22])([C:18]([F:21])([F:20])[F:19])=[O:17]. (3) Given the product [CH2:1]([N:3]1[C:4]2[CH:9]=[CH:8][C:7]([F:10])=[CH:6][C:5]=2[N:11]=[C:13]1[NH2:12])[CH3:2], predict the reactants needed to synthesize it. The reactants are: [CH2:1]([NH:3][C:4]1[C:5]([NH2:11])=[CH:6][C:7]([F:10])=[CH:8][CH:9]=1)[CH3:2].[N:12]#[C:13]Br.[NH4+].[OH-]. (4) Given the product [N+:18]([C:21]1[CH:26]=[CH:25][C:24]([C:12]2[CH:11]=[CH:10][C:9]([CH2:1][CH2:2][CH2:3][CH2:4][CH2:5][CH2:6][CH2:7][CH3:8])=[CH:14][CH:13]=2)=[CH:23][CH:22]=1)([O-:20])=[O:19], predict the reactants needed to synthesize it. The reactants are: [CH2:1]([C:9]1[CH:14]=[CH:13][C:12](B(O)O)=[CH:11][CH:10]=1)[CH2:2][CH2:3][CH2:4][CH2:5][CH2:6][CH2:7][CH3:8].[N+:18]([C:21]1[CH:26]=[CH:25][C:24](I)=[CH:23][CH:22]=1)([O-:20])=[O:19].O. (5) Given the product [S:1]1[C:5]2[C:6]3[CH:14]=[CH:13][C:12]([C:15](=[O:19])[CH2:16][Br:17])=[CH:11][C:7]=3[O:8][CH2:9][CH2:10][C:4]=2[CH:3]=[C:2]1[C:20](=[O:24])[CH2:21][Br:22], predict the reactants needed to synthesize it. The reactants are: [S:1]1[C:5]2[C:6]3[CH:14]=[CH:13][C:12]([C:15](=[O:19])[CH:16](Br)[Br:17])=[CH:11][C:7]=3[O:8][CH2:9][CH2:10][C:4]=2[CH:3]=[C:2]1[C:20](=[O:24])[CH:21](Br)[Br:22].CCN(CC)CC.P([O-])(OCC)OCC. (6) Given the product [C:1]([O:5][C:6](=[O:22])[C:7]([S:10][C:11]1[CH:20]=[CH:19][C:18]2[CH2:17][CH:16]([NH:21][C:32](=[O:34])[CH3:33])[CH2:15][CH2:14][C:13]=2[CH:12]=1)([CH3:9])[CH3:8])([CH3:2])([CH3:3])[CH3:4], predict the reactants needed to synthesize it. The reactants are: [C:1]([O:5][C:6](=[O:22])[C:7]([S:10][C:11]1[CH:20]=[CH:19][C:18]2[CH2:17][CH:16]([NH2:21])[CH2:15][CH2:14][C:13]=2[CH:12]=1)([CH3:9])[CH3:8])([CH3:4])([CH3:3])[CH3:2].CCN(C(C)C)C(C)C.[C:32](Cl)(=[O:34])[CH3:33].